This data is from Catalyst prediction with 721,799 reactions and 888 catalyst types from USPTO. The task is: Predict which catalyst facilitates the given reaction. (1) Reactant: [NH:1]1[CH2:4][CH:3]([C:5]([C:13]2[CH:14]=[C:15]3[C:20](=[CH:21][CH:22]=2)[N:19]=[C:18]([CH2:23][CH3:24])[C:17]([O:25][CH2:26][CH:27]2[CH2:29][CH2:28]2)=[C:16]3[Cl:30])([C:7]2[N:11]([CH3:12])[N:10]=[N:9][CH:8]=2)[OH:6])[CH2:2]1.CCN(CC)CC.[C:38](OC(=O)C)(=[O:40])[CH3:39]. Product: [Cl:30][C:16]1[C:15]2[C:20](=[CH:21][CH:22]=[C:13]([C:5]([OH:6])([C:7]3[N:11]([CH3:12])[N:10]=[N:9][CH:8]=3)[CH:3]3[CH2:4][N:1]([C:38](=[O:40])[CH3:39])[CH2:2]3)[CH:14]=2)[N:19]=[C:18]([CH2:23][CH3:24])[C:17]=1[O:25][CH2:26][CH:27]1[CH2:29][CH2:28]1. The catalyst class is: 326. (2) The catalyst class is: 49. Product: [CH3:25][S:26]([O:1][C@H:2]1[CH2:7][CH2:6][C@H:5]([NH:8][C:9]([O:10][C:11]([CH3:12])([CH3:14])[CH3:13])=[O:15])[CH2:4][CH2:3]1)(=[O:28])=[O:27]. Reactant: [OH:1][C@H:2]1[CH2:7][CH2:6][C@H:5]([NH:8][C:9](=[O:15])[O:10][C:11]([CH3:14])([CH3:13])[CH3:12])[CH2:4][CH2:3]1.CCN(C(C)C)C(C)C.[CH3:25][S:26](Cl)(=[O:28])=[O:27]. (3) Reactant: [O:1]=[C:2]([C:6]1[CH:11]=[CH:10][CH:9]=[CH:8][CH:7]=1)[CH2:3][C:4]#[N:5].[S:12]1CC(O)S[CH2:14][CH:13]1O.C(NCC)C. Product: [NH2:5][C:4]1[S:12][CH:13]=[CH:14][C:3]=1[C:2]([C:6]1[CH:11]=[CH:10][CH:9]=[CH:8][CH:7]=1)=[O:1]. The catalyst class is: 8. (4) Reactant: COC1C=CC([C:9]2[CH:10]=[N:11][C:12]([NH:15][C:16]3[CH:17]=[C:18](NC(N4CCN(C)CC4)=O)[CH:19]=[CH:20][CH:21]=3)=[N:13][CH:14]=2)=CC=1.[CH3:32][O:33][C:34]1[CH:39]=[CH:38][C:37](C2C=NC(NC3C=CC=C(N)C=3)=NC=2)=[CH:36][CH:35]=1.C([N:57](C(C)C)CC)(C)C.ClC(Cl)(O[C:67](=[O:73])OC(Cl)(Cl)Cl)Cl.[CH3:75][N:76]1[CH2:81][CH2:80][NH:79][CH2:78][CH2:77]1. Product: [CH3:32][O:33][C:34]1[CH:35]=[CH:36][C:37]([N:15]([C:12]2[N:13]=[CH:14][CH:9]=[CH:10][N:11]=2)[C:16]2[CH:21]=[CH:20][CH:19]=[C:18]([CH:81]3[N:76]([CH3:75])[CH2:77][CH2:78][N:79]([C:67]([NH2:57])=[O:73])[CH2:80]3)[CH:17]=2)=[CH:38][CH:39]=1. The catalyst class is: 1. (5) Reactant: [CH2:1]([C:4]1([C:25]2[CH:30]=[CH:29][CH:28]=[CH:27][CH:26]=2)[O:9][C:8](=[O:10])[N:7]([C:11]2[CH:12]=[C:13]([C:17]3[CH:22]=[CH:21][C:20]([F:23])=[CH:19][C:18]=3[F:24])[CH:14]=[CH:15][CH:16]=2)[CH2:6][CH2:5]1)[CH:2]=[CH2:3].B.C1C[O:35]CC1. Product: [F:24][C:18]1[CH:19]=[C:20]([F:23])[CH:21]=[CH:22][C:17]=1[C:13]1[CH:14]=[CH:15][CH:16]=[C:11]([N:7]2[CH2:6][CH2:5][C:4]([CH2:1][CH2:2][CH2:3][OH:35])([C:25]3[CH:30]=[CH:29][CH:28]=[CH:27][CH:26]=3)[O:9][C:8]2=[O:10])[CH:12]=1. The catalyst class is: 1.